Dataset: NCI-60 drug combinations with 297,098 pairs across 59 cell lines. Task: Regression. Given two drug SMILES strings and cell line genomic features, predict the synergy score measuring deviation from expected non-interaction effect. Drug 1: CC1CCC2CC(C(=CC=CC=CC(CC(C(=O)C(C(C(=CC(C(=O)CC(OC(=O)C3CCCCN3C(=O)C(=O)C1(O2)O)C(C)CC4CCC(C(C4)OC)O)C)C)O)OC)C)C)C)OC. Drug 2: CC1=C(N=C(N=C1N)C(CC(=O)N)NCC(C(=O)N)N)C(=O)NC(C(C2=CN=CN2)OC3C(C(C(C(O3)CO)O)O)OC4C(C(C(C(O4)CO)O)OC(=O)N)O)C(=O)NC(C)C(C(C)C(=O)NC(C(C)O)C(=O)NCCC5=NC(=CS5)C6=NC(=CS6)C(=O)NCCC[S+](C)C)O. Cell line: RPMI-8226. Synergy scores: CSS=25.6, Synergy_ZIP=-6.87, Synergy_Bliss=-1.34, Synergy_Loewe=-8.37, Synergy_HSA=-7.94.